Dataset: Catalyst prediction with 721,799 reactions and 888 catalyst types from USPTO. Task: Predict which catalyst facilitates the given reaction. (1) Reactant: [F:1][C:2]([F:19])([F:18])[C:3]1[C:4]([C:9]2[CH:17]=[CH:16][C:12]([C:13]([OH:15])=O)=[CH:11][CH:10]=2)=[N:5][CH:6]=[CH:7][CH:8]=1.[C:20]([C:24]1[CH:29]=[CH:28][C:27]([NH2:30])=[CH:26][C:25]=1[O:31][CH2:32][CH2:33][O:34][Si:35]([C:38]([CH3:41])([CH3:40])[CH3:39])([CH3:37])[CH3:36])([CH3:23])([CH3:22])[CH3:21].C(N(CC)CC)C.F[P-](F)(F)(F)(F)F.N1(O[P+](N(C)C)(N(C)C)N(C)C)C2C=CC=CC=2N=N1. Product: [C:20]([C:24]1[CH:29]=[CH:28][C:27]([NH:30][C:13](=[O:15])[C:12]2[CH:11]=[CH:10][C:9]([C:4]3[C:3]([C:2]([F:1])([F:19])[F:18])=[CH:8][CH:7]=[CH:6][N:5]=3)=[CH:17][CH:16]=2)=[CH:26][C:25]=1[O:31][CH2:32][CH2:33][O:34][Si:35]([C:38]([CH3:41])([CH3:40])[CH3:39])([CH3:36])[CH3:37])([CH3:23])([CH3:21])[CH3:22]. The catalyst class is: 4. (2) Reactant: [NH2:1][CH2:2][C@@:3]1([OH:11])[CH:8]2[CH2:9][CH2:10][N:5]([CH2:6][CH2:7]2)[CH2:4]1.Cl.CCN(C(C)C)C(C)C.C([O-])([O-])=O.[Cs+].[Cs+].[O:28]1[C:32]2[CH:33]=[CH:34][CH:35]=[CH:36][C:31]=2[N:30]=[C:29]1[N:37]=[C:38](SC)SC. Product: [O:28]1[C:32]2[CH:33]=[CH:34][CH:35]=[CH:36][C:31]=2[N:30]=[C:29]1[NH:37][C:38]1[O:11][C@:3]2([CH2:2][N:1]=1)[CH:8]1[CH2:7][CH2:6][N:5]([CH2:10][CH2:9]1)[CH2:4]2. The catalyst class is: 3.